Dataset: Catalyst prediction with 721,799 reactions and 888 catalyst types from USPTO. Task: Predict which catalyst facilitates the given reaction. (1) Reactant: [O:1]1[C:5]2[CH:6]=[CH:7][CH:8]=[CH:9][C:4]=2[N:3]=[C:2]1[N:10]([CH2:23][C:24]1[CH:25]=[C:26]([CH:38]=[CH:39][CH:40]=1)[O:27][C@H:28]([CH2:36][CH3:37])[C:29]([O:31]CCCC)=[O:30])[CH2:11][CH2:12][CH2:13][O:14][C:15]1[CH:20]=[CH:19][C:18]([O:21][CH3:22])=[CH:17][CH:16]=1.[OH-].[Na+]. Product: [O:1]1[C:5]2[CH:6]=[CH:7][CH:8]=[CH:9][C:4]=2[N:3]=[C:2]1[N:10]([CH2:23][C:24]1[CH:25]=[C:26]([CH:38]=[CH:39][CH:40]=1)[O:27][C@H:28]([CH2:36][CH3:37])[C:29]([OH:31])=[O:30])[CH2:11][CH2:12][CH2:13][O:14][C:15]1[CH:16]=[CH:17][C:18]([O:21][CH3:22])=[CH:19][CH:20]=1. The catalyst class is: 8. (2) Reactant: [CH2:1]([NH2:7])[CH2:2][CH2:3][CH2:4][CH2:5][NH2:6].[C:8]1(=[O:14])[O:13][C:11](=[O:12])[CH2:10][CH2:9]1. Product: [NH2:6][CH2:5][CH2:4][CH2:3][CH2:2][CH2:1][NH:7][C:8](=[O:14])[CH2:9][CH2:10][C:11]([OH:13])=[O:12]. The catalyst class is: 100. (3) Reactant: [C:1]([N:8]1[CH2:13][CH2:12][NH:11][CH2:10][CH2:9]1)([O:3][C:4]([CH3:7])([CH3:6])[CH3:5])=[O:2].C(=O)([O-])[O-].[K+].[K+].F[C:21]1[CH:28]=[CH:27][C:26]([N+:29]([O-:31])=[O:30])=[CH:25][C:22]=1[C:23]#[N:24].O. Product: [C:4]([O:3][C:1]([N:8]1[CH2:9][CH2:10][N:11]([C:21]2[CH:28]=[CH:27][C:26]([N+:29]([O-:31])=[O:30])=[CH:25][C:22]=2[C:23]#[N:24])[CH2:12][CH2:13]1)=[O:2])([CH3:7])([CH3:6])[CH3:5]. The catalyst class is: 3.